Dataset: KCNQ2 potassium channel screen with 302,405 compounds. Task: Binary Classification. Given a drug SMILES string, predict its activity (active/inactive) in a high-throughput screening assay against a specified biological target. (1) The result is 0 (inactive). The drug is S(=O)(=O)(N1CCc2c1cccc2)c1c(OC)c(OC)cc(c1)/C=C\C(OCC(=O)NC(=O)NC(C)C)=O. (2) The molecule is S(c1n(C)cnn1)\C(=N\Nc1ccc(cc1)C)C(=O)C. The result is 0 (inactive). (3) The molecule is o1nc(nc1c1cccnc1)c1ccccc1. The result is 0 (inactive).